Task: Predict the reactants needed to synthesize the given product.. Dataset: Full USPTO retrosynthesis dataset with 1.9M reactions from patents (1976-2016) (1) Given the product [F:12][C:13]1[CH:14]=[C:15]([CH:18]=[CH:19][C:20]=1[O:9][C:6]1[CH:5]=[CH:4][C:3]([C:2]([F:10])([F:11])[F:1])=[CH:8][CH:7]=1)[CH:16]=[O:17], predict the reactants needed to synthesize it. The reactants are: [F:1][C:2]([F:11])([F:10])[C:3]1[CH:8]=[CH:7][C:6]([OH:9])=[CH:5][CH:4]=1.[F:12][C:13]1[CH:14]=[C:15]([CH:18]=[CH:19][C:20]=1F)[CH:16]=[O:17]. (2) Given the product [C:31]([N:35]1[CH2:40][CH2:39][N:38]([CH2:41][C:42]2[CH:47]=[CH:46][C:45]([C:12]3[CH:13]=[C:14]([C:18]4[CH:23]=[C:22]([NH2:24])[N:21]=[C:20]([C:25]5[CH:30]=[CH:29][CH:28]=[CH:27][N:26]=5)[CH:19]=4)[CH:15]=[N:16][CH:17]=3)=[CH:44][CH:43]=2)[CH2:37][CH2:36]1)([CH3:34])([CH3:33])[CH3:32], predict the reactants needed to synthesize it. The reactants are: O1CCC(N2C=C([C:12]3[CH:13]=[C:14]([C:18]4[CH:23]=[C:22]([NH2:24])[N:21]=[C:20]([C:25]5[CH:30]=[CH:29][CH:28]=[CH:27][N:26]=5)[CH:19]=4)[CH:15]=[N:16][CH:17]=3)C=N2)CC1.[C:31]([N:35]1[CH2:40][CH2:39][N:38]([CH2:41][C:42]2[CH:47]=[CH:46][C:45](B(O)O)=[CH:44][CH:43]=2)[CH2:37][CH2:36]1)([CH3:34])([CH3:33])[CH3:32]. (3) Given the product [F:9][C:5]1[CH:4]=[CH:3][C:2]([N:16]2[CH2:15][CH2:14][N:13]([C:17]([O:19][C:20]([CH3:23])([CH3:22])[CH3:21])=[O:18])[CH2:12][C@H:11]2[CH3:10])=[N:7][C:6]=1[CH3:8], predict the reactants needed to synthesize it. The reactants are: Br[C:2]1[N:7]=[C:6]([CH3:8])[C:5]([F:9])=[CH:4][CH:3]=1.[CH3:10][C@H:11]1[NH:16][CH2:15][CH2:14][N:13]([C:17]([O:19][C:20]([CH3:23])([CH3:22])[CH3:21])=[O:18])[CH2:12]1.CC(C)([O-])C.[Na+].C1(C)C=CC=CC=1. (4) Given the product [Br:12][C:6]1[CH:7]=[C:2]([CH3:1])[N:3]=[C:4]([CH3:9])[CH:5]=1, predict the reactants needed to synthesize it. The reactants are: [CH3:1][C:2]1[CH:7]=[C:6](O)[CH:5]=[C:4]([CH3:9])[N:3]=1.P(Br)(Br)([Br:12])=O.[OH-].[K+]. (5) Given the product [CH2:11]([O:1][C:2]1[CH:3]=[C:4]([CH:7]=[CH:8][C:9]=1[O:22][CH2:19][C:2]1[CH:3]=[CH:4][CH:7]=[CH:8][CH:9]=1)[CH:5]=[O:6])[C:12]1[CH:17]=[CH:16][CH:15]=[CH:14][CH:13]=1, predict the reactants needed to synthesize it. The reactants are: [OH:1][C:2]1[CH:3]=[C:4]([CH:7]=[CH:8][C:9]=1O)[CH:5]=[O:6].[CH2:11](Cl)[C:12]1[CH:17]=[CH:16][CH:15]=[CH:14][CH:13]=1.[C:19](=[O:22])([O-])[O-].[K+].[K+].